Predict the reactants needed to synthesize the given product. From a dataset of Full USPTO retrosynthesis dataset with 1.9M reactions from patents (1976-2016). (1) Given the product [F:20][C:2]([F:1])([F:21])[CH2:3][O:4][C:5]1[CH:13]=[CH:12][C:11]([O:14][CH2:15][C:16]([F:19])([F:18])[F:17])=[CH:10][C:6]=1[C:7]([NH:35][CH2:36][C:37]1[CH:42]=[CH:41][CH:40]=[CH:39][N:38]=1)=[O:9], predict the reactants needed to synthesize it. The reactants are: [F:1][C:2]([F:21])([F:20])[CH2:3][O:4][C:5]1[CH:13]=[CH:12][C:11]([O:14][CH2:15][C:16]([F:19])([F:18])[F:17])=[CH:10][C:6]=1[C:7]([OH:9])=O.C(N(CC)CC)C.ClC(OCC)=O.[NH2:35][CH2:36][C:37]1[CH:42]=[CH:41][CH:40]=[CH:39][N:38]=1. (2) Given the product [N:16]([CH2:10][CH:3]1[C:4]2[C:9](=[CH:8][CH:7]=[CH:6][CH:5]=2)[NH:1][CH2:2]1)=[N+:17]=[N-:18], predict the reactants needed to synthesize it. The reactants are: [NH:1]1[C:9]2[C:4](=[CH:5][CH:6]=[CH:7][CH:8]=2)[CH:3]([CH2:10]OS(C)(=O)=O)[CH2:2]1.[N-:16]=[N+:17]=[N-:18].[Na+]. (3) Given the product [CH3:1][C:2]1[C:11]2[CH:10]=[C:9]3[O:12][CH2:13][O:14][C:8]3=[CH:7][C:6]=2[O:5][C:4](=[O:15])[C:3]=1[CH2:16][C:17]([OH:19])=[O:18], predict the reactants needed to synthesize it. The reactants are: [CH3:1][C:2]1[C:11]2[CH:10]=[C:9]3[O:12][CH2:13][O:14][C:8]3=[CH:7][C:6]=2[O:5][C:4](=[O:15])[C:3]=1[CH2:16][C:17]([O:19]CC)=[O:18].Cl. (4) Given the product [CH3:21][C:20]1([CH3:4])[CH2:22][CH:19]1[C:16]1[CH:15]=[CH:14][C:13]([O:12][CH2:11][O:10][CH3:9])=[CH:18][N:17]=1, predict the reactants needed to synthesize it. The reactants are: ICI.[CH2:4]([Zn]CC)C.[CH3:9][O:10][CH2:11][O:12][C:13]1[CH:14]=[CH:15][C:16]([CH:19]=[C:20]([CH3:22])[CH3:21])=[N:17][CH:18]=1. (5) Given the product [NH2:11][C@@:5]([CH3:18])([CH2:6][C@@H:7]([CH3:10])[CH2:8][CH3:9])[CH2:4][C:3]([OH:19])=[O:2], predict the reactants needed to synthesize it. The reactants are: C[O:2][C:3](=[O:19])[CH2:4][C@@:5]([CH3:18])([NH:11][S@](C(C)(C)C)=O)[CH2:6][C@@H:7]([CH3:10])[CH2:8][CH3:9].Cl.